Dataset: NCI-60 drug combinations with 297,098 pairs across 59 cell lines. Task: Regression. Given two drug SMILES strings and cell line genomic features, predict the synergy score measuring deviation from expected non-interaction effect. (1) Drug 1: C1CCC(CC1)NC(=O)N(CCCl)N=O. Drug 2: C1=CC(=CC=C1C#N)C(C2=CC=C(C=C2)C#N)N3C=NC=N3. Cell line: SF-268. Synergy scores: CSS=9.25, Synergy_ZIP=-1.27, Synergy_Bliss=2.91, Synergy_Loewe=-1.46, Synergy_HSA=1.30. (2) Drug 1: CNC(=O)C1=NC=CC(=C1)OC2=CC=C(C=C2)NC(=O)NC3=CC(=C(C=C3)Cl)C(F)(F)F. Drug 2: CC1CCCC2(C(O2)CC(NC(=O)CC(C(C(=O)C(C1O)C)(C)C)O)C(=CC3=CSC(=N3)C)C)C. Cell line: IGROV1. Synergy scores: CSS=29.8, Synergy_ZIP=4.29, Synergy_Bliss=3.92, Synergy_Loewe=-24.0, Synergy_HSA=1.08. (3) Drug 1: CCN(CC)CCNC(=O)C1=C(NC(=C1C)C=C2C3=C(C=CC(=C3)F)NC2=O)C. Drug 2: CN(CC1=CN=C2C(=N1)C(=NC(=N2)N)N)C3=CC=C(C=C3)C(=O)NC(CCC(=O)O)C(=O)O. Cell line: OVCAR-5. Synergy scores: CSS=30.5, Synergy_ZIP=-0.344, Synergy_Bliss=-1.30, Synergy_Loewe=-41.6, Synergy_HSA=-1.77. (4) Drug 1: C1CC(=O)NC(=O)C1N2CC3=C(C2=O)C=CC=C3N. Drug 2: C1CC(C1)(C(=O)O)C(=O)O.[NH2-].[NH2-].[Pt+2]. Cell line: SR. Synergy scores: CSS=72.4, Synergy_ZIP=-6.11, Synergy_Bliss=-5.75, Synergy_Loewe=-9.44, Synergy_HSA=-1.04.